Task: Regression. Given a peptide amino acid sequence and an MHC pseudo amino acid sequence, predict their binding affinity value. This is MHC class I binding data.. Dataset: Peptide-MHC class I binding affinity with 185,985 pairs from IEDB/IMGT (1) The binding affinity (normalized) is 0.243. The peptide sequence is KVVKKLSVIR. The MHC is HLA-A33:01 with pseudo-sequence HLA-A33:01. (2) The peptide sequence is PEGPLGQLL. The MHC is HLA-B51:01 with pseudo-sequence HLA-B51:01. The binding affinity (normalized) is 0.213. (3) The peptide sequence is RLQMAGVEVR. The MHC is HLA-A31:01 with pseudo-sequence HLA-A31:01. The binding affinity (normalized) is 0.559.